This data is from Catalyst prediction with 721,799 reactions and 888 catalyst types from USPTO. The task is: Predict which catalyst facilitates the given reaction. (1) Reactant: [O:1]=[C:2]1[CH2:7][CH2:6][N:5]([C:8]([O:10][CH2:11][CH3:12])=[O:9])[CH2:4][CH2:3]1.[CH3:13][Mg+].[Br-]. Product: [OH:1][C:2]1([CH3:13])[CH2:3][CH2:4][N:5]([C:8]([O:10][CH2:11][CH3:12])=[O:9])[CH2:6][CH2:7]1. The catalyst class is: 28. (2) Product: [F:1][C:2]1[CH:3]=[CH:4][C:5]([C:8]2[N:12]=[C:11]([C:13]3[CH:14]=[C:15]([NH:21][CH:22]4[CH2:26][CH2:25][CH2:24][CH2:23]4)[CH:16]=[C:17]([C:19]#[N:20])[CH:18]=3)[O:10][N:9]=2)=[N:6][CH:7]=1. The catalyst class is: 342. Reactant: [F:1][C:2]1[CH:3]=[CH:4][C:5]([C:8]2[N:12]=[C:11]([C:13]3[CH:18]=[C:17]([C:19]#[N:20])[CH:16]=[C:15]([NH2:21])[CH:14]=3)[O:10][N:9]=2)=[N:6][CH:7]=1.[C:22]1(=O)[CH2:26][CH2:25][CH2:24][CH2:23]1.C([BH3-])#N.[Na+].O1CCCC1. (3) Product: [CH3:10][O:9][C:8]1[CH:34]=[C:35](/[CH:36]=[CH:37]/[C:38]([NH:33][C:25]2[CH:24]=[C:23]([N:28]3[CH:32]=[CH:31][CH:30]=[N:29]3)[N:22]=[C:21]([C:17]3[O:16][CH:20]=[CH:19][CH:18]=3)[N:26]=2)=[O:40])[CH:5]=[CH:4][C:3]=1[O:2][CH3:1]. Reactant: [CH3:1][O:2][C:3]1[CH:4]=[C:5](C(=C)C(O)=O)C=C[C:8]=1[O:9][CH3:10].[O:16]1[CH:20]=[CH:19][CH:18]=[C:17]1[C:21]1[N:26]=[C:25](N)[CH:24]=[C:23]([N:28]2[CH:32]=[CH:31][CH:30]=[N:29]2)[N:22]=1.[N:33]1[CH:38]=[CH:37][CH:36]=[CH:35][CH:34]=1.S(Cl)(Cl)=[O:40]. The catalyst class is: 2. (4) Reactant: [CH:1]1([C:4]([NH:6][C:7]2[C:15]([OH:16])=[CH:14][C:13]([F:17])=[CH:12][C:8]=2[C:9]([O-:11])=[O:10])=O)[CH2:3][CH2:2]1.O.[C:19]1(C)C=CC(S(O)(=O)=O)=CC=1.C1(C)C=CC=CC=1. Product: [CH:1]1([C:4]2[O:16][C:15]3[C:7](=[C:8]([C:9]([O:11][CH3:19])=[O:10])[CH:12]=[C:13]([F:17])[CH:14]=3)[N:6]=2)[CH2:3][CH2:2]1. The catalyst class is: 13. (5) Reactant: [Si:1]([O:8][C@H:9]1[CH2:13][N:12]([C:14]2[C:19]([Cl:20])=[CH:18][C:17]([C:21]#[N:22])=[CH:16][N:15]=2)[C@H:11]([C:23]([O:25][CH3:26])=[O:24])[CH2:10]1)([C:4]([CH3:7])([CH3:6])[CH3:5])([CH3:3])[CH3:2].Cl.[NH2:28][OH:29].CCN(C(C)C)C(C)C. Product: [Si:1]([O:8][C@H:9]1[CH2:13][N:12]([C:14]2[C:19]([Cl:20])=[CH:18][C:17]([C:21](=[N:28][OH:29])[NH2:22])=[CH:16][N:15]=2)[C@H:11]([C:23]([O:25][CH3:26])=[O:24])[CH2:10]1)([C:4]([CH3:7])([CH3:6])[CH3:5])([CH3:3])[CH3:2]. The catalyst class is: 271.